Task: Predict the product of the given reaction.. Dataset: Forward reaction prediction with 1.9M reactions from USPTO patents (1976-2016) (1) The product is: [CH3:15][O:14][C:5]1[N:4]=[CH:3][C:2]([C:18]2[CH:19]=[C:20]([NH2:23])[CH:21]=[N:22][C:17]=2[CH3:16])=[N:7][C:6]=1[N:8]1[CH2:13][CH2:12][O:11][CH2:10][CH2:9]1. Given the reactants Cl[C:2]1[N:7]=[C:6]([N:8]2[CH2:13][CH2:12][O:11][CH2:10][CH2:9]2)[C:5]([O:14][CH3:15])=[N:4][CH:3]=1.[CH3:16][C:17]1[N:22]=[CH:21][C:20]([NH2:23])=[CH:19][C:18]=1B1OC(C)(C)C(C)(C)O1.C(=O)([O-])[O-].[Na+].[Na+], predict the reaction product. (2) The product is: [NH2:1][C:2]1[C:7]([C:8]#[C:9][C:10]2[CH:18]=[CH:17][CH:16]=[C:12]([C:13](=[O:15])[NH:23][C:24]3[CH:25]=[C:26]([CH3:30])[CH:27]=[CH:28][CH:29]=3)[CH:11]=2)=[CH:6][C:5]([C:19]([O:21][CH3:22])=[O:20])=[CH:4][N:3]=1. Given the reactants [NH2:1][C:2]1[C:7]([C:8]#[C:9][C:10]2[CH:11]=[C:12]([CH:16]=[CH:17][CH:18]=2)[C:13]([OH:15])=O)=[CH:6][C:5]([C:19]([O:21][CH3:22])=[O:20])=[CH:4][N:3]=1.[NH2:23][C:24]1[CH:29]=[CH:28][CH:27]=[C:26]([CH3:30])[CH:25]=1, predict the reaction product. (3) Given the reactants N1[CH:5]=[CH:4]N=C1.[N:6]1([N:11]=[C:12]2[CH:17]=[CH:16][C:15]([NH:18][C:19](=[O:38])[CH:20]([C:32]3[CH:37]=[CH:36][CH:35]=[CH:34][CH:33]=3)[NH:21][C:22]([NH:24][C:25]3[CH:30]=[CH:29][C:28](Br)=[CH:27][CH:26]=3)=[S:23])=[CH:14][CH2:13]2)[CH2:10][CH2:9][CH2:8][CH2:7]1, predict the reaction product. The product is: [N:6]1([N:11]=[C:12]2[CH:17]=[CH:16][C:15]([NH:18][C:19](=[O:38])[CH:20]([C:32]3[CH:37]=[CH:36][CH:35]=[CH:34][CH:33]=3)[NH:21][C:22]([NH:24][C:25]3[CH:30]=[CH:29][C:28]([C:4]#[CH:5])=[CH:27][CH:26]=3)=[S:23])=[CH:14][CH2:13]2)[CH2:10][CH2:9][CH2:8][CH2:7]1. (4) The product is: [CH3:19][O:18][C:11]1[CH:12]=[CH:13][CH:14]=[C:15]([O:16][CH3:17])[C:10]=1[CH:2]1[N:1]([CH2:28][C:27]2[CH:30]=[CH:31][CH:32]=[C:25]([C:21]3[S:20][CH:24]=[CH:23][N:22]=3)[CH:26]=2)[C:6](=[O:8])[CH2:5][CH2:4][CH2:3]1. Given the reactants [NH2:1][CH:2]([C:10]1[C:15]([O:16][CH3:17])=[CH:14][CH:13]=[CH:12][C:11]=1[O:18][CH3:19])[CH2:3][CH2:4][CH2:5][C:6]([O:8]C)=O.[S:20]1[CH:24]=[CH:23][N:22]=[C:21]1[C:25]1[CH:26]=[C:27]([CH:30]=[CH:31][CH:32]=1)[CH:28]=O, predict the reaction product.